Dataset: Forward reaction prediction with 1.9M reactions from USPTO patents (1976-2016). Task: Predict the product of the given reaction. (1) Given the reactants [Cl:1][C:2]1[CH:7]=[CH:6][C:5]([N:8]2[CH2:13][CH2:12][NH:11][CH2:10][CH2:9]2)=[CH:4][C:3]=1[C:14]([F:17])([F:16])[F:15].Br[CH2:19][CH3:20], predict the reaction product. The product is: [Cl:1][C:2]1[CH:7]=[CH:6][C:5]([N:8]2[CH2:13][CH2:12][N:11]([CH2:19][CH3:20])[CH2:10][CH2:9]2)=[CH:4][C:3]=1[C:14]([F:15])([F:17])[F:16]. (2) Given the reactants [CH3:1][O:2][C:3](=[O:15])[C:4]1[CH:13]=[C:12]([OH:14])[CH:11]=[C:6]([C:7]([O:9][CH3:10])=[O:8])[CH:5]=1.[CH2:16](Br)[CH:17]=[CH2:18].C(=O)([O-])[O-].[K+].[K+], predict the reaction product. The product is: [CH3:10][O:9][C:7](=[O:8])[C:6]1[CH:11]=[C:12]([O:14][CH2:18][CH:17]=[CH2:16])[CH:13]=[C:4]([C:3]([O:2][CH3:1])=[O:15])[CH:5]=1. (3) The product is: [CH:29]([NH:28][C:24]1[CH:23]=[C:22]([CH2:21][CH2:20][O:19][C:16]2[CH:17]=[CH:18][C:13]([C:11]3[O:10][N:9]=[C:8]([OH:7])[CH:12]=3)=[CH:14][CH:15]=2)[CH:27]=[CH:26][CH:25]=1)([CH3:31])[CH3:30]. Given the reactants C([O:7][C:8]1[CH:12]=[C:11]([C:13]2[CH:18]=[CH:17][C:16]([O:19][CH2:20][CH2:21][C:22]3[CH:27]=[CH:26][CH:25]=[C:24]([NH:28][CH:29]([CH3:31])[CH3:30])[CH:23]=3)=[CH:15][CH:14]=2)[O:10][N:9]=1)(=O)C(C)(C)C.C(O)(=O)CC(CC(O)=O)(C(O)=O)O, predict the reaction product. (4) Given the reactants N1C2C=CC=CC=2N=N1.Br[C:11]1[CH:16]=[CH:15][CH:14]=[CH:13][N:12]=1.[Cl:17][C:18]1[CH:19]=[C:20]([C:26]2[CH:30]=[CH:29][N:28]([CH2:31][C@@H:32]([NH:34][C:35]([C:37]3[N:38]=[CH:39][NH:40][CH:41]=3)=[O:36])[CH3:33])[N:27]=2)[CH:21]=[CH:22][C:23]=1[C:24]#[N:25].CC([O-])(C)C.[K+], predict the reaction product. The product is: [Cl:17][C:18]1[CH:19]=[C:20]([C:26]2[CH:30]=[CH:29][N:28]([CH2:31][C@@H:32]([NH:34][C:35]([C:37]3[N:38]=[CH:39][N:40]([C:11]4[CH:16]=[CH:15][CH:14]=[CH:13][N:12]=4)[CH:41]=3)=[O:36])[CH3:33])[N:27]=2)[CH:21]=[CH:22][C:23]=1[C:24]#[N:25]. (5) The product is: [CH2:35]([O:45][C:46]1[CH:51]=[CH:50][C:49]([N:52]2[CH2:57][CH2:56][N:55]([CH2:15][CH2:16][CH2:17][CH2:18][CH2:19][CH2:20][CH2:21][CH3:22])[CH2:54][CH2:53]2)=[CH:48][CH:47]=1)[CH2:36][CH2:37][CH2:38][CH2:39][CH2:40][CH2:41][CH2:42][CH:43]=[CH2:44]. Given the reactants C1C2NC3C(=CC=CC=3)SC=2C=CC=1.[CH2:15](Br)[CH2:16][CH2:17][CH2:18][CH2:19][CH2:20][CH2:21][CH3:22].C1CCN2C(=NCCC2)CC1.[CH2:35]([O:45][C:46]1[CH:51]=[CH:50][C:49]([N:52]2[CH2:57][CH2:56][NH:55][CH2:54][CH2:53]2)=[CH:48][CH:47]=1)[CH2:36][CH2:37][CH2:38][CH2:39][CH2:40][CH2:41][CH2:42][CH:43]=[CH2:44], predict the reaction product. (6) Given the reactants [N+:1]([C:4]1[CH:5]=[CH:6][C:7]2[S:11][N:10]=[CH:9][C:8]=2[CH:12]=1)([O-])=O.CC(O)=O, predict the reaction product. The product is: [NH2:1][C:4]1[CH:5]=[CH:6][C:7]2[S:11][N:10]=[CH:9][C:8]=2[CH:12]=1. (7) Given the reactants [CH:1]1([N:4]([CH3:11])[CH2:5]/[CH:6]=[CH:7]/[C:8]([OH:10])=O)[CH2:3][CH2:2]1.CN(C(ON1N=NC2C=CC=CC1=2)=[N+](C)C)C.F[P-](F)(F)(F)(F)F.CCN(CC)CC.[CH3:43][C:44]1[S:48][C:47]([NH:49][C:50](=[O:74])[C:51]2[CH:56]=[CH:55][C:54]([O:57][C:58]3[CH:63]=[CH:62][N:61]=[C:60]4[NH:64][N:65]=[C:66]([NH:67][C@@H:68]5[CH2:73][CH2:72][CH2:71][NH:70][CH2:69]5)[C:59]=34)=[CH:53][CH:52]=2)=[N:46][CH:45]=1, predict the reaction product. The product is: [CH:1]1([N:4]([CH3:11])[CH2:5]/[CH:6]=[CH:7]/[C:8]([N:70]2[CH2:71][CH2:72][CH2:73][C@@H:68]([NH:67][C:66]3[C:59]4[C:60](=[N:61][CH:62]=[CH:63][C:58]=4[O:57][C:54]4[CH:55]=[CH:56][C:51]([C:50]([NH:49][C:47]5[S:48][C:44]([CH3:43])=[CH:45][N:46]=5)=[O:74])=[CH:52][CH:53]=4)[NH:64][N:65]=3)[CH2:69]2)=[O:10])[CH2:2][CH2:3]1. (8) Given the reactants Cl[C:2]1[N:11]=[C:10](Cl)[C:9]2[C:4](=[CH:5][CH:6]=[CH:7][CH:8]=2)[N:3]=1.[CH:13]1[C:22]2[C:17](=[CH:18][CH:19]=[CH:20][CH:21]=2)[CH:16]=[CH:15][C:14]=1[NH2:23].[CH3:24][C:25]1[CH:29]=[C:28]([CH3:30])[NH:27][N:26]=1, predict the reaction product. The product is: [CH3:24][C:25]1[CH:29]=[C:28]([CH3:30])[N:27]([C:2]2[N:11]=[C:10]([NH:23][C:14]3[CH:15]=[CH:16][C:17]4[C:22](=[CH:21][CH:20]=[CH:19][CH:18]=4)[CH:13]=3)[C:9]3[C:4](=[CH:5][CH:6]=[CH:7][CH:8]=3)[N:3]=2)[N:26]=1. (9) Given the reactants [F:1][C:2]1[CH:31]=[CH:30][CH:29]=[C:28]([F:32])[C:3]=1[C:4]([NH:6][C:7]1[CH:12]=[CH:11][C:10]([C:13]2[C:25]([CH3:26])=[C:24]3[C:16]([CH:17](O)[CH2:18][C:19]4([O:23]3)[CH2:22][CH2:21][CH2:20]4)=[CH:15][CH:14]=2)=[CH:9][CH:8]=1)=[O:5].[BH4-].[Na+], predict the reaction product. The product is: [F:1][C:2]1[CH:31]=[CH:30][CH:29]=[C:28]([F:32])[C:3]=1[C:4]([NH:6][C:7]1[CH:12]=[CH:11][C:10]([C:13]2[C:25]([CH3:26])=[C:24]3[C:16]([CH2:17][CH2:18][C:19]4([O:23]3)[CH2:20][CH2:21][CH2:22]4)=[CH:15][CH:14]=2)=[CH:9][CH:8]=1)=[O:5]. (10) Given the reactants C[O:2]C1C(OC)=CC2N(C)C(=O)CN=C(C3C=C(C=CC=3)C#N)C=2C=1.[CH3:26][O:27][C:28]1[C:33]2[C:34]([C:40]3[CH:41]=[C:42]([CH:45]=[CH:46][CH:47]=3)[C:43]#[N:44])=[N:35][CH2:36][C:37](=[O:39])[NH:38][C:32]=2[CH:31]=[C:30]([O:48][CH3:49])[CH:29]=1, predict the reaction product. The product is: [CH3:26][O:27][C:28]1[C:33]2[C:34]([C:40]3[CH:41]=[C:42]([CH:45]=[CH:46][CH:47]=3)[C:43]([NH2:44])=[O:2])=[N:35][CH2:36][C:37](=[O:39])[NH:38][C:32]=2[CH:31]=[C:30]([O:48][CH3:49])[CH:29]=1.